Dataset: Reaction yield outcomes from USPTO patents with 853,638 reactions. Task: Predict the reaction yield, written as a fraction of the theoretical maximum amount of product (1.0 means a 100% yield; for example, 0.34 means a 34% yield). (1) The reactants are C(OC([C:11]1[C:19]2[C:14](=[CH:15][CH:16]=[C:17](CCOS(C)(=O)=O)[CH:18]=2)[NH:13][C:12]=1C)=O)C1C=CC=CC=1.C([O-])([O-])=O.[K+].[K+].C[N:35](C=O)C. No catalyst specified. The product is [NH:13]1[C:14]2[C:19](=[CH:18][CH:17]=[CH:16][CH:15]=2)[CH:11]=[C:12]1[NH2:35]. The yield is 0.500. (2) The reactants are [N+:1]([C:4]1[CH:9]=[CH:8][C:7]([CH2:10][C:11]([O:13][CH3:14])=[O:12])=[CH:6][CH:5]=1)([O-:3])=[O:2].[C:15](OC(=O)C)(=O)C. The catalyst is CS(C)=O.O. The product is [N+:1]([C:4]1[CH:5]=[CH:6][C:7]([C:10](=[CH2:15])[C:11]([O:13][CH3:14])=[O:12])=[CH:8][CH:9]=1)([O-:3])=[O:2]. The yield is 0.470. (3) The reactants are C(NC(C)C)(C)C.C([Li])CCC.[Br:13][C:14]1[CH:19]=[CH:18][C:17]([F:20])=[C:16]([CH3:21])[CH:15]=1.CN([CH:25]=[O:26])C. The catalyst is C1COCC1. The product is [Br:13][C:14]1[CH:15]=[C:16]([CH3:21])[C:17]([F:20])=[C:18]([CH:19]=1)[CH:25]=[O:26]. The yield is 0.640.